Dataset: Forward reaction prediction with 1.9M reactions from USPTO patents (1976-2016). Task: Predict the product of the given reaction. (1) Given the reactants [CH3:1][O:2][C:3]1[CH:8]=[CH:7][C:6]([C:9]([N:11]2[CH2:16][CH2:15][NH:14][CH2:13][CH2:12]2)=[O:10])=[CH:5][C:4]=1[CH2:17][CH2:18][N:19]1[CH2:24][CH2:23][CH:22]([N:25]2[C:33]3[C:28](=[CH:29][CH:30]=[C:31]([C:34]([NH2:36])=[O:35])[CH:32]=3)[CH:27]=[CH:26]2)[CH2:21][CH2:20]1.C=O.[C:39]([BH3-])#N.[Na+].C(=O)(O)[O-].[Na+], predict the reaction product. The product is: [CH3:1][O:2][C:3]1[CH:8]=[CH:7][C:6]([C:9]([N:11]2[CH2:16][CH2:15][N:14]([CH3:39])[CH2:13][CH2:12]2)=[O:10])=[CH:5][C:4]=1[CH2:17][CH2:18][N:19]1[CH2:20][CH2:21][CH:22]([N:25]2[C:33]3[C:28](=[CH:29][CH:30]=[C:31]([C:34]([NH2:36])=[O:35])[CH:32]=3)[CH:27]=[CH:26]2)[CH2:23][CH2:24]1. (2) Given the reactants [CH:1]1([C:4](Cl)=[O:5])[CH2:3][CH2:2]1.[NH2:7][CH2:8][CH:9]1[CH2:12][N:11](C(OC(C)(C)C)=O)[CH2:10]1.C(N(CC)CC)C.[C:27]([OH:33])([C:29]([F:32])([F:31])[F:30])=[O:28], predict the reaction product. The product is: [NH:11]1[CH2:12][CH:9]([CH2:8][NH:7][C:4]([CH:1]2[CH2:3][CH2:2]2)=[O:5])[CH2:10]1.[C:27]([OH:33])([C:29]([F:32])([F:31])[F:30])=[O:28]. (3) Given the reactants [C:1]([OH:9])(=[O:8])[CH:2]([CH2:4][C:5]([OH:7])=[O:6])[OH:3].C(=O)(O)O.[NH2:14][NH:15][C:16]([NH2:18])=[NH:17].C(=O)=O, predict the reaction product. The product is: [C:1]([O-:9])(=[O:8])[CH:2]([CH2:4][C:5]([O-:7])=[O:6])[OH:3].[NH2:14][NH:15][C:16]([NH2:18])=[NH2+:17].[NH2:14][NH:15][C:16]([NH2:18])=[NH2+:17].